Dataset: Forward reaction prediction with 1.9M reactions from USPTO patents (1976-2016). Task: Predict the product of the given reaction. (1) Given the reactants Cl[C:2]1[C:11]2[C:6](=[CH:7][C:8]([CH3:12])=[CH:9][CH:10]=2)[N:5]=[C:4]([C:13]2[CH:18]=[CH:17][CH:16]=[CH:15][C:14]=2[OH:19])[N:3]=1.[NH:20]1[CH2:25][CH2:24][CH2:23][C@H:22]([NH:26][C:27](=[O:36])[O:28][CH2:29][C:30]2[CH:35]=[CH:34][CH:33]=[CH:32][CH:31]=2)[CH2:21]1.C(N(CC)CC)C, predict the reaction product. The product is: [OH:19][C:14]1[CH:15]=[CH:16][CH:17]=[CH:18][C:13]=1[C:4]1[N:3]=[C:2]([N:20]2[CH2:25][CH2:24][CH2:23][C@H:22]([NH:26][C:27](=[O:36])[O:28][CH2:29][C:30]3[CH:35]=[CH:34][CH:33]=[CH:32][CH:31]=3)[CH2:21]2)[C:11]2[C:6](=[CH:7][C:8]([CH3:12])=[CH:9][CH:10]=2)[N:5]=1. (2) Given the reactants [F:1][C:2]1[CH:7]=[CH:6][CH:5]=[CH:4][C:3]=1[C:8]1[CH:21]=[C:20]2[C:11]([N:12]3[C:17]([CH2:18][O:19]2)=[N:16][NH:15][C:14](=[O:22])[C@H:13]3[CH3:23])=[CH:10][C:9]=1[C@H:24]([C:26]1([CH3:30])[CH2:29][NH:28][CH2:27]1)[CH3:25].C=O.[BH3-][C:34]#N.[Na+].C([O-])(O)=O.[Na+], predict the reaction product. The product is: [CH3:34][N:28]1[CH2:29][C:26]([C@@H:24]([C:9]2[CH:10]=[C:11]3[C:20](=[CH:21][C:8]=2[C:3]2[CH:4]=[CH:5][CH:6]=[CH:7][C:2]=2[F:1])[O:19][CH2:18][C:17]2[N:12]3[C@H:13]([CH3:23])[C:14](=[O:22])[NH:15][N:16]=2)[CH3:25])([CH3:30])[CH2:27]1. (3) Given the reactants [C:1]([OH:5])(=O)[CH2:2][OH:3].CN(C(ON1N=NC2C=CC=NC1=2)=[N+](C)C)C.F[P-](F)(F)(F)(F)F.CCN(C(C)C)C(C)C.[F:39][C@H:40]1[C@@H:45]([O:46][C:47]2[CH:54]=[CH:53][C:52]([C:55]3[N:60]=[C:59]([NH:61][C:62]4[CH:67]=[CH:66][C:65]([C:68]([N:70]5[CH2:75][CH2:74][N:73]([CH3:76])[CH2:72][CH2:71]5)=[O:69])=[CH:64][CH:63]=4)[N:58]=[CH:57][N:56]=3)=[CH:51][C:48]=2[C:49]#[N:50])[CH2:44][CH2:43][NH:42][CH2:41]1, predict the reaction product. The product is: [F:39][C@H:40]1[C@@H:45]([O:46][C:47]2[CH:54]=[CH:53][C:52]([C:55]3[N:60]=[C:59]([NH:61][C:62]4[CH:63]=[CH:64][C:65]([C:68]([N:70]5[CH2:71][CH2:72][N:73]([CH3:76])[CH2:74][CH2:75]5)=[O:69])=[CH:66][CH:67]=4)[N:58]=[CH:57][N:56]=3)=[CH:51][C:48]=2[C:49]#[N:50])[CH2:44][CH2:43][N:42]([C:1](=[O:5])[CH2:2][OH:3])[CH2:41]1. (4) Given the reactants [CH3:1][O:2][C:3]([C:5]1[C:10]([NH2:11])=[N:9][CH:8]=[C:7](Br)[N:6]=1)=[O:4].[CH3:13]OC1C=CC=C(OC)C=1C1C=CC=CC=1P(C1CCCCC1)C1CCCCC1.CB(O)O.P([O-])([O-])([O-])=O.[K+].[K+].[K+], predict the reaction product. The product is: [CH3:1][O:2][C:3]([C:5]1[C:10]([NH2:11])=[N:9][CH:8]=[C:7]([CH3:13])[N:6]=1)=[O:4].